From a dataset of Peptide-MHC class II binding affinity with 134,281 pairs from IEDB. Regression. Given a peptide amino acid sequence and an MHC pseudo amino acid sequence, predict their binding affinity value. This is MHC class II binding data. The binding affinity (normalized) is 0.800. The peptide sequence is IGLLPQGSVITVQGA. The MHC is DRB1_0101 with pseudo-sequence DRB1_0101.